Regression/Classification. Given a drug SMILES string, predict its absorption, distribution, metabolism, or excretion properties. Task type varies by dataset: regression for continuous measurements (e.g., permeability, clearance, half-life) or binary classification for categorical outcomes (e.g., BBB penetration, CYP inhibition). For this dataset (solubility_aqsoldb), we predict Y. From a dataset of Aqueous solubility values for 9,982 compounds from the AqSolDB database. The compound is CC(=O)[C@H]1CC[C@H]2[C@@H]3CCC4=CC(=O)CC[C@]4(C)[C@H]3CC[C@]12C. The Y is -4.55 log mol/L.